This data is from Reaction yield outcomes from USPTO patents with 853,638 reactions. The task is: Predict the reaction yield, written as a fraction of the theoretical maximum amount of product (1.0 means a 100% yield; for example, 0.34 means a 34% yield). The reactants are N(C(OC(C)C)=O)=NC(OC(C)C)=O.[OH:15][C:16]1[CH:21]=[CH:20][C:19](O)=[CH:18][C:17]=1[Cl:23].O[C@H:25]1[CH2:29][CH2:28][N:27](C(OC(C)(C)C)=O)[CH2:26]1.C1(P(C2C=CC=CC=2)C2C=CC=CC=2)C=CC=CC=1. The catalyst is O1CCCC1. The product is [ClH:23].[Cl:23][C:17]1[CH:18]=[CH:19][CH:20]=[CH:21][C:16]=1[O:15][C@@H:25]1[CH2:29][CH2:28][NH:27][CH2:26]1. The yield is 0.550.